From a dataset of NCI-60 drug combinations with 297,098 pairs across 59 cell lines. Regression. Given two drug SMILES strings and cell line genomic features, predict the synergy score measuring deviation from expected non-interaction effect. (1) Drug 1: CC(C1=C(C=CC(=C1Cl)F)Cl)OC2=C(N=CC(=C2)C3=CN(N=C3)C4CCNCC4)N. Drug 2: CCCCC(=O)OCC(=O)C1(CC(C2=C(C1)C(=C3C(=C2O)C(=O)C4=C(C3=O)C=CC=C4OC)O)OC5CC(C(C(O5)C)O)NC(=O)C(F)(F)F)O. Cell line: BT-549. Synergy scores: CSS=-1.59, Synergy_ZIP=2.01, Synergy_Bliss=4.30, Synergy_Loewe=-1.01, Synergy_HSA=0.111. (2) Drug 1: CCCS(=O)(=O)NC1=C(C(=C(C=C1)F)C(=O)C2=CNC3=C2C=C(C=N3)C4=CC=C(C=C4)Cl)F. Drug 2: CN(CCCl)CCCl.Cl. Cell line: HCC-2998. Synergy scores: CSS=-5.75, Synergy_ZIP=9.01, Synergy_Bliss=2.67, Synergy_Loewe=-16.1, Synergy_HSA=-8.72.